From a dataset of Forward reaction prediction with 1.9M reactions from USPTO patents (1976-2016). Predict the product of the given reaction. (1) Given the reactants [N:1]1([C:7]2[CH:8]=[CH:9][C:10]3[N:11]([C:13]([C:16]([F:19])([F:18])[F:17])=[N:14][N:15]=3)[N:12]=2)[CH2:6][CH2:5][NH:4][CH2:3][CH2:2]1.[NH:20]1[C:28]2[C:23](=[CH:24][CH:25]=[CH:26][CH:27]=2)[CH:22]=[C:21]1[CH:29]=O, predict the reaction product. The product is: [NH:20]1[C:28]2[C:23](=[CH:24][CH:25]=[CH:26][CH:27]=2)[CH:22]=[C:21]1[CH2:29][N:4]1[CH2:3][CH2:2][N:1]([C:7]2[CH:8]=[CH:9][C:10]3[N:11]([C:13]([C:16]([F:17])([F:18])[F:19])=[N:14][N:15]=3)[N:12]=2)[CH2:6][CH2:5]1. (2) Given the reactants [C:1]([C:3]1[N:7]2[CH:8]=[C:9]([C:16]3[CH:21]=[CH:20][C:19]([C:22]([F:25])([F:24])[F:23])=[CH:18][CH:17]=3)[CH:10]=[C:11]([C:12]([F:15])([F:14])[F:13])[C:6]2=[N:5][CH:4]=1)#[CH:2].Br[C:27]1[CH:35]=[CH:34][C:30]([C:31]([NH2:33])=[O:32])=[CH:29][CH:28]=1, predict the reaction product. The product is: [F:15][C:12]([F:14])([F:13])[C:11]1[C:6]2[N:7]([C:3]([C:1]#[C:2][C:27]3[CH:35]=[CH:34][C:30]([C:31]([NH2:33])=[O:32])=[CH:29][CH:28]=3)=[CH:4][N:5]=2)[CH:8]=[C:9]([C:16]2[CH:21]=[CH:20][C:19]([C:22]([F:25])([F:24])[F:23])=[CH:18][CH:17]=2)[CH:10]=1. (3) Given the reactants [Cl:1][C:2]1[CH:7]=[C:6]([N:8]2[C:12]3=[N:13][CH:14]=[CH:15][CH:16]=[C:11]3[N:10]=[CH:9]2)[CH:5]=[C:4]([Cl:17])[C:3]=1[CH2:18][C:19](O)=[O:20].[CH2:22]([N:24]([CH2:27][C:28]1[CH:33]=[CH:32][C:31]([NH2:34])=[CH:30][C:29]=1[C:35]([F:38])([F:37])[F:36])[CH2:25][CH3:26])[CH3:23], predict the reaction product. The product is: [Cl:1][C:2]1[CH:7]=[C:6]([N:8]2[C:12]3=[N:13][CH:14]=[CH:15][CH:16]=[C:11]3[N:10]=[CH:9]2)[CH:5]=[C:4]([Cl:17])[C:3]=1[CH2:18][C:19]([NH:34][C:31]1[CH:32]=[CH:33][C:28]([CH2:27][N:24]([CH2:22][CH3:23])[CH2:25][CH3:26])=[C:29]([C:35]([F:36])([F:37])[F:38])[CH:30]=1)=[O:20]. (4) The product is: [CH3:17][C@@H:13]1[CH2:14][CH2:15][CH2:16][N:11]([C:9]([C:3]2[CH:4]=[C:5]([CH3:8])[CH:6]=[CH:7][C:2]=2[C:34]2[CH:33]=[N:32][N:31]([CH3:30])[CH:35]=2)=[O:10])[C@@H:12]1[CH2:18][NH:19][C:20]1[CH:25]=[CH:24][C:23]([C:26]([F:29])([F:28])[F:27])=[CH:22][N:21]=1.[C:45]([OH:48])([C:26]([F:29])([F:28])[F:27])=[O:46]. Given the reactants Br[C:2]1[CH:7]=[CH:6][C:5]([CH3:8])=[CH:4][C:3]=1[C:9]([N:11]1[CH2:16][CH2:15][CH2:14][C@@H:13]([CH3:17])[C@H:12]1[CH2:18][NH:19][C:20]1[CH:25]=[CH:24][C:23]([C:26]([F:29])([F:28])[F:27])=[CH:22][N:21]=1)=[O:10].[CH3:30][N:31]1[CH:35]=[C:34](B2OC(C)(C)C(C)(C)O2)[CH:33]=[N:32]1.[C:45]([O-:48])([O-])=[O:46].[K+].[K+], predict the reaction product. (5) Given the reactants [Br:1][C:2]1[C:3]([CH3:10])=[C:4]([CH:7]=[CH:8][CH:9]=1)[C:5]#[N:6].C(=O)(O)[O-].[Na+].Cl.[NH2:17][OH:18], predict the reaction product. The product is: [Br:1][C:2]1[C:3]([CH3:10])=[C:4]([C:5](=[NH:6])[NH:17][OH:18])[CH:7]=[CH:8][CH:9]=1. (6) Given the reactants [Cl:1][C:2]1[C:7]2=[N:8][CH:9]=[C:10]([O:12][CH2:13][C:14]3OC=C[N:18]=3)[N:11]=[C:6]2[CH:5]=[CH:4][N:3]=1.ClC1N=C2C=CN=C(Cl)C2=NC=1.CC1[S:36][C:35]([CH2:37]O)=[N:34]N=1, predict the reaction product. The product is: [Cl:1][C:2]1[C:7]2=[N:8][CH:9]=[C:10]([O:12][CH2:13][C:14]3[S:36][C:35]([CH3:37])=[N:34][N:18]=3)[N:11]=[C:6]2[CH:5]=[CH:4][N:3]=1.